Predict the reactants needed to synthesize the given product. From a dataset of Full USPTO retrosynthesis dataset with 1.9M reactions from patents (1976-2016). Given the product [NH2:15][C:13]1[CH:12]=[CH:11][C:5]2[CH2:6][CH2:7][CH2:8][C:9](=[O:10])[N:3]([CH2:1][CH3:2])[C:4]=2[CH:14]=1, predict the reactants needed to synthesize it. The reactants are: [CH2:1]([N:3]1[C:9](=[O:10])[CH2:8][CH2:7][CH2:6][C:5]2[CH:11]=[CH:12][C:13]([N+:15]([O-])=O)=[CH:14][C:4]1=2)[CH3:2].